Dataset: Full USPTO retrosynthesis dataset with 1.9M reactions from patents (1976-2016). Task: Predict the reactants needed to synthesize the given product. (1) Given the product [Br:13][C:14]1[CH:15]=[CH:16][C:17]([CH3:24])=[C:18]([S:20]([NH:5][C:2]([CH3:4])([CH3:3])[CH3:1])(=[O:22])=[O:21])[CH:19]=1, predict the reactants needed to synthesize it. The reactants are: [CH3:1][C:2]([NH2:5])([CH3:4])[CH3:3].CCN(CC)CC.[Br:13][C:14]1[CH:15]=[CH:16][C:17]([CH3:24])=[C:18]([S:20](Cl)(=[O:22])=[O:21])[CH:19]=1. (2) Given the product [NH2:25][C:21]1[C:18]2[C:19](=[O:20])[N:13]([C:10]3[CH:9]=[CH:8][C:7]([C:31]4[CH:32]=[CH:33][C:34]([CH2:36][S:37][CH3:38])=[CH:35][C:30]=4[Cl:29])=[CH:12][CH:11]=3)[CH2:14][C@@H:15]([CH3:26])[O:16][C:17]=2[N:24]=[CH:23][N:22]=1, predict the reactants needed to synthesize it. The reactants are: FC(F)(F)S(O[C:7]1[CH:12]=[CH:11][C:10]([N:13]2[C:19](=[O:20])[C:18]3[C:21]([NH2:25])=[N:22][CH:23]=[N:24][C:17]=3[O:16][C@H:15]([CH3:26])[CH2:14]2)=[CH:9][CH:8]=1)(=O)=O.[Cl:29][C:30]1[CH:35]=[C:34]([CH2:36][S:37][CH3:38])[CH:33]=[CH:32][C:31]=1B1OC(C)(C)C(C)(C)O1.P([O-])([O-])([O-])=O.[K+].[K+].[K+].O.